Dataset: NCI-60 drug combinations with 297,098 pairs across 59 cell lines. Task: Regression. Given two drug SMILES strings and cell line genomic features, predict the synergy score measuring deviation from expected non-interaction effect. (1) Drug 1: C1=CC(=CC=C1CCC2=CNC3=C2C(=O)NC(=N3)N)C(=O)NC(CCC(=O)O)C(=O)O. Drug 2: CC(C1=C(C=CC(=C1Cl)F)Cl)OC2=C(N=CC(=C2)C3=CN(N=C3)C4CCNCC4)N. Cell line: TK-10. Synergy scores: CSS=24.1, Synergy_ZIP=1.35, Synergy_Bliss=-2.40, Synergy_Loewe=-13.4, Synergy_HSA=-2.31. (2) Drug 1: CCC1=CC2CC(C3=C(CN(C2)C1)C4=CC=CC=C4N3)(C5=C(C=C6C(=C5)C78CCN9C7C(C=CC9)(C(C(C8N6C)(C(=O)OC)O)OC(=O)C)CC)OC)C(=O)OC.C(C(C(=O)O)O)(C(=O)O)O. Drug 2: CC(CN1CC(=O)NC(=O)C1)N2CC(=O)NC(=O)C2. Cell line: UACC-257. Synergy scores: CSS=23.5, Synergy_ZIP=6.42, Synergy_Bliss=9.52, Synergy_Loewe=-9.71, Synergy_HSA=9.36. (3) Drug 1: C1C(C(OC1N2C=C(C(=O)NC2=O)F)CO)O. Drug 2: CCN(CC)CCNC(=O)C1=C(NC(=C1C)C=C2C3=C(C=CC(=C3)F)NC2=O)C. Cell line: SR. Synergy scores: CSS=15.5, Synergy_ZIP=-0.592, Synergy_Bliss=1.34, Synergy_Loewe=4.68, Synergy_HSA=4.87. (4) Cell line: NCI-H460. Drug 1: CC1=C2C(C(=O)C3(C(CC4C(C3C(C(C2(C)C)(CC1OC(=O)C(C(C5=CC=CC=C5)NC(=O)C6=CC=CC=C6)O)O)OC(=O)C7=CC=CC=C7)(CO4)OC(=O)C)O)C)OC(=O)C. Drug 2: C1CC(C1)(C2=CC=C(C=C2)C3=C(C=C4C(=N3)C=CN5C4=NNC5=O)C6=CC=CC=C6)N. Synergy scores: CSS=75.8, Synergy_ZIP=6.59, Synergy_Bliss=5.03, Synergy_Loewe=6.01, Synergy_HSA=10.1. (5) Drug 1: CN(CC1=CN=C2C(=N1)C(=NC(=N2)N)N)C3=CC=C(C=C3)C(=O)NC(CCC(=O)O)C(=O)O. Drug 2: B(C(CC(C)C)NC(=O)C(CC1=CC=CC=C1)NC(=O)C2=NC=CN=C2)(O)O. Cell line: OVCAR-8. Synergy scores: CSS=65.1, Synergy_ZIP=0.982, Synergy_Bliss=-1.60, Synergy_Loewe=-3.25, Synergy_HSA=-1.89. (6) Drug 1: CC1=C(C=C(C=C1)NC(=O)C2=CC=C(C=C2)CN3CCN(CC3)C)NC4=NC=CC(=N4)C5=CN=CC=C5. Drug 2: C1CC(=O)NC(=O)C1N2C(=O)C3=CC=CC=C3C2=O. Cell line: UO-31. Synergy scores: CSS=-3.64, Synergy_ZIP=3.40, Synergy_Bliss=3.01, Synergy_Loewe=-0.280, Synergy_HSA=-1.01. (7) Drug 1: COC1=C(C=C2C(=C1)N=CN=C2NC3=CC(=C(C=C3)F)Cl)OCCCN4CCOCC4. Drug 2: CC(CN1CC(=O)NC(=O)C1)N2CC(=O)NC(=O)C2. Cell line: U251. Synergy scores: CSS=34.8, Synergy_ZIP=-11.1, Synergy_Bliss=-3.28, Synergy_Loewe=0.646, Synergy_HSA=1.28. (8) Drug 1: CCCS(=O)(=O)NC1=C(C(=C(C=C1)F)C(=O)C2=CNC3=C2C=C(C=N3)C4=CC=C(C=C4)Cl)F. Drug 2: C1=C(C(=O)NC(=O)N1)N(CCCl)CCCl. Cell line: MDA-MB-231. Synergy scores: CSS=20.1, Synergy_ZIP=-1.48, Synergy_Bliss=3.02, Synergy_Loewe=-2.32, Synergy_HSA=1.31. (9) Cell line: HOP-62. Drug 2: C1CN(CCN1C(=O)CCBr)C(=O)CCBr. Drug 1: C(=O)(N)NO. Synergy scores: CSS=26.0, Synergy_ZIP=-1.09, Synergy_Bliss=0.0203, Synergy_Loewe=-14.8, Synergy_HSA=-3.74.